This data is from Retrosynthesis with 50K atom-mapped reactions and 10 reaction types from USPTO. The task is: Predict the reactants needed to synthesize the given product. (1) Given the product COC(=O)c1ccc(C#CC(C)C)c(OC(C)C)c1, predict the reactants needed to synthesize it. The reactants are: C#CC(C)C.COC(=O)c1ccc(Br)c(OC(C)C)c1. (2) Given the product O=C(c1c(Cl)cc(CO)cc1Cl)n1ccc2cnccc21, predict the reactants needed to synthesize it. The reactants are: O=C(O)c1c(Cl)cc(CO)cc1Cl.c1cc2[nH]ccc2cn1.